The task is: Predict the product of the given reaction.. This data is from Forward reaction prediction with 1.9M reactions from USPTO patents (1976-2016). Given the reactants Cl[C:2]1[S:6][N:5]=[C:4]([S:7][CH3:8])[N:3]=1.Cl[C:10]1[CH:15]=[CH:14][N:13]=[CH:12][C:11]=1[CH2:16][OH:17].[H-].[Na+].[Cl-:20].[NH4+], predict the reaction product. The product is: [Cl:20][C:14]1[N:13]=[CH:12][C:11]([CH2:16][O:17][C:2]2[S:6][N:5]=[C:4]([S:7][CH3:8])[N:3]=2)=[CH:10][CH:15]=1.